From a dataset of Peptide-MHC class I binding affinity with 185,985 pairs from IEDB/IMGT. Regression. Given a peptide amino acid sequence and an MHC pseudo amino acid sequence, predict their binding affinity value. This is MHC class I binding data. (1) The MHC is HLA-A03:01 with pseudo-sequence HLA-A03:01. The peptide sequence is RPIVSTQLL. The binding affinity (normalized) is 0.0847. (2) The binding affinity (normalized) is 0.806. The MHC is HLA-A02:03 with pseudo-sequence HLA-A02:03. The peptide sequence is ILAGVSLLPV.